This data is from NCI-60 drug combinations with 297,098 pairs across 59 cell lines. The task is: Regression. Given two drug SMILES strings and cell line genomic features, predict the synergy score measuring deviation from expected non-interaction effect. (1) Drug 1: CC1C(C(=O)NC(C(=O)N2CCCC2C(=O)N(CC(=O)N(C(C(=O)O1)C(C)C)C)C)C(C)C)NC(=O)C3=C4C(=C(C=C3)C)OC5=C(C(=O)C(=C(C5=N4)C(=O)NC6C(OC(=O)C(N(C(=O)CN(C(=O)C7CCCN7C(=O)C(NC6=O)C(C)C)C)C)C(C)C)C)N)C. Drug 2: CS(=O)(=O)OCCCCOS(=O)(=O)C. Cell line: TK-10. Synergy scores: CSS=4.50, Synergy_ZIP=-1.57, Synergy_Bliss=0.547, Synergy_Loewe=-9.56, Synergy_HSA=0.0851. (2) Drug 1: CN1C(=O)N2C=NC(=C2N=N1)C(=O)N. Drug 2: CCC1(C2=C(COC1=O)C(=O)N3CC4=CC5=C(C=CC(=C5CN(C)C)O)N=C4C3=C2)O.Cl. Cell line: OVCAR-8. Synergy scores: CSS=13.3, Synergy_ZIP=-4.09, Synergy_Bliss=2.18, Synergy_Loewe=-33.4, Synergy_HSA=-3.65. (3) Drug 1: CC1C(C(CC(O1)OC2CC(CC3=C2C(=C4C(=C3O)C(=O)C5=C(C4=O)C(=CC=C5)OC)O)(C(=O)C)O)N)O.Cl. Drug 2: CC(C)(C#N)C1=CC(=CC(=C1)CN2C=NC=N2)C(C)(C)C#N. Cell line: BT-549. Synergy scores: CSS=3.01, Synergy_ZIP=-6.66, Synergy_Bliss=-3.72, Synergy_Loewe=-19.2, Synergy_HSA=-3.92. (4) Drug 1: C(CC(=O)O)C(=O)CN.Cl. Drug 2: CC12CCC3C(C1CCC2OP(=O)(O)O)CCC4=C3C=CC(=C4)OC(=O)N(CCCl)CCCl.[Na+]. Cell line: OVCAR-4. Synergy scores: CSS=14.2, Synergy_ZIP=-4.50, Synergy_Bliss=-3.16, Synergy_Loewe=-8.45, Synergy_HSA=-6.39. (5) Drug 1: CC1=C2C(C(=O)C3(C(CC4C(C3C(C(C2(C)C)(CC1OC(=O)C(C(C5=CC=CC=C5)NC(=O)OC(C)(C)C)O)O)OC(=O)C6=CC=CC=C6)(CO4)OC(=O)C)OC)C)OC. Drug 2: CCC1=C2CN3C(=CC4=C(C3=O)COC(=O)C4(CC)O)C2=NC5=C1C=C(C=C5)O. Cell line: KM12. Synergy scores: CSS=41.6, Synergy_ZIP=-7.57, Synergy_Bliss=-7.23, Synergy_Loewe=-9.52, Synergy_HSA=-3.13. (6) Drug 1: CN(C)C1=NC(=NC(=N1)N(C)C)N(C)C. Drug 2: C1=CC(=CC=C1CCCC(=O)O)N(CCCl)CCCl. Cell line: LOX IMVI. Synergy scores: CSS=22.8, Synergy_ZIP=-10.6, Synergy_Bliss=-1.84, Synergy_Loewe=-10.7, Synergy_HSA=-0.156. (7) Drug 1: C1=CN(C=N1)CC(O)(P(=O)(O)O)P(=O)(O)O. Drug 2: C1CC(=O)NC(=O)C1N2C(=O)C3=CC=CC=C3C2=O. Cell line: TK-10. Synergy scores: CSS=0.425, Synergy_ZIP=-0.696, Synergy_Bliss=-3.54, Synergy_Loewe=-4.33, Synergy_HSA=-3.95.